This data is from Catalyst prediction with 721,799 reactions and 888 catalyst types from USPTO. The task is: Predict which catalyst facilitates the given reaction. (1) Reactant: [F:1][C:2]1[C:7]([F:8])=[CH:6][CH:5]=[CH:4][C:3]=1[C:9]1[N:17]=[C:12]2[CH:13]=[N:14][NH:15][CH:16]=[C:11]2[N:10]=1.C([O-])([O-])=O.[K+].[K+].Br[CH:25]([C:30]1[CH:31]=[N:32][C:33]([C:36]2[CH:41]=[CH:40][C:39]([O:42][CH2:43][CH2:44][CH3:45])=[CH:38][C:37]=2[C:46]([F:49])([F:48])[F:47])=[N:34][CH:35]=1)[C:26]([O:28][CH3:29])=[O:27].CC(O)=O. Product: [F:1][C:2]1[C:7]([F:8])=[CH:6][CH:5]=[CH:4][C:3]=1[C:9]1[N:17]=[C:12]2[CH:13]=[N:14][N:15]([CH:25]([C:30]3[CH:35]=[N:34][C:33]([C:36]4[CH:41]=[CH:40][C:39]([O:42][CH2:43][CH2:44][CH3:45])=[CH:38][C:37]=4[C:46]([F:48])([F:49])[F:47])=[N:32][CH:31]=3)[C:26]([O:28][CH3:29])=[O:27])[CH:16]=[C:11]2[N:10]=1. The catalyst class is: 31. (2) Reactant: [F:1][C:2]1[CH:10]=[C:9]([CH3:11])[C:8]([F:12])=[CH:7][C:3]=1[C:4]([OH:6])=[O:5].[CH2:13](O)[CH3:14]. The catalyst class is: 309. Product: [F:1][C:2]1[CH:10]=[C:9]([CH3:11])[C:8]([F:12])=[CH:7][C:3]=1[C:4]([O:6][CH2:13][CH3:14])=[O:5]. (3) Reactant: [SH:1][C:2]1[CH:7]=[CH:6][C:5]([OH:8])=[CH:4][CH:3]=1.[C:9]([O:13][CH:14]([CH2:16][CH:17]1[CH:24]2[CH2:25][CH:20]3[CH2:21][CH:22]([CH2:26][CH:18]1[CH2:19]3)[CH2:23]2)[CH3:15])(=[O:12])[CH:10]=[CH2:11].C(N(CC)CC)C.C(OCC)(=O)C. Product: [OH:8][C:5]1[CH:6]=[CH:7][C:2]([S:1][CH2:11][CH2:10][C:9]([O:13][CH:14]([CH2:16][CH:17]2[CH:24]3[CH2:23][CH:22]4[CH2:21][CH:20]([CH2:19][CH:18]2[CH2:26]4)[CH2:25]3)[CH3:15])=[O:12])=[CH:3][CH:4]=1. The catalyst class is: 5. (4) Reactant: [CH2:1]([NH:5][C:6]1[N:16]=[C:15]([C:17]([F:20])([F:19])[F:18])[CH:14]=[CH:13][C:7]=1[C:8]([O:10]CC)=[O:9])[CH:2]([CH3:4])[CH3:3].[OH-].[Na+]. Product: [CH2:1]([NH:5][C:6]1[N:16]=[C:15]([C:17]([F:20])([F:18])[F:19])[CH:14]=[CH:13][C:7]=1[C:8]([OH:10])=[O:9])[CH:2]([CH3:4])[CH3:3]. The catalyst class is: 7. (5) Reactant: Cl[C:2]1[C:7]([C:8]([F:11])([F:10])[F:9])=[CH:6][N:5]=[C:4]([NH:12][C:13]2[CH:18]=[CH:17][C:16]([CH:19]3[CH2:24][CH2:23][N:22]([C:25]([O:27][C:28]([CH3:31])([CH3:30])[CH3:29])=[O:26])[CH2:21][CH2:20]3)=[CH:15][CH:14]=2)[N:3]=1.F[B-](F)(F)F.[C:37]([C:39]1[CH:44]=[CH:43][CH:42]=[CH:41][C:40]=1[C:45]1([C:48]([O:50][CH3:51])=[O:49])[CH2:47][CH2:46]1)#[CH:38].CCN(CC)CC. Product: [CH3:51][O:50][C:48]([C:45]1([C:40]2[CH:41]=[CH:42][CH:43]=[CH:44][C:39]=2[C:37]#[C:38][C:2]2[C:7]([C:8]([F:11])([F:10])[F:9])=[CH:6][N:5]=[C:4]([NH:12][C:13]3[CH:18]=[CH:17][C:16]([CH:19]4[CH2:24][CH2:23][N:22]([C:25]([O:27][C:28]([CH3:31])([CH3:30])[CH3:29])=[O:26])[CH2:21][CH2:20]4)=[CH:15][CH:14]=3)[N:3]=2)[CH2:47][CH2:46]1)=[O:49]. The catalyst class is: 538. (6) Reactant: [Cl:1][C:2]1[N:3]=[CH:4][C:5]([CH2:8][OH:9])=[N:6][CH:7]=1. Product: [Cl:1][C:2]1[N:3]=[CH:4][C:5]([CH:8]=[O:9])=[N:6][CH:7]=1. The catalyst class is: 703. (7) Reactant: [CH3:1][O:2][C:3]1[CH:4]=[C:5]2[O:9][C:8]([C:10]3[N:11]=[C:12]4[CH:17]=[CH:16][C:15]([CH3:18])=[N:14][N:13]4[CH:19]=3)=[CH:7][C:6]2=[C:20]([OH:22])[CH:21]=1.[S:23]1[CH2:28][CH2:27][CH:26]([C:29]2[S:30][CH:31]=[C:32]([CH2:34]O)[N:33]=2)[CH2:25][CH2:24]1.C(P(CCCC)CCCC)CCC.N(C(N1CCCCC1)=O)=NC(N1CCCCC1)=O. Product: [CH3:1][O:2][C:3]1[CH:21]=[C:20]([O:22][CH2:34][C:32]2[N:33]=[C:29]([CH:26]3[CH2:27][CH2:28][S:23][CH2:24][CH2:25]3)[S:30][CH:31]=2)[C:6]2[CH:7]=[C:8]([C:10]3[N:11]=[C:12]4[CH:17]=[CH:16][C:15]([CH3:18])=[N:14][N:13]4[CH:19]=3)[O:9][C:5]=2[CH:4]=1. The catalyst class is: 7. (8) Reactant: [CH2:1]([O:3][C:4]1[C:13]([OH:14])=[C:12]2[C:7]([C:8]([CH2:15][C:16]3[CH:21]=[C:20]([O:22][CH3:23])[C:19]([O:24][CH3:25])=[C:18]([O:26][CH3:27])[CH:17]=3)=[CH:9][N:10]=[CH:11]2)=[CH:6][CH:5]=1)[CH3:2].C([O-])([O-])=O.[Cs+].[Cs+].[CH2:34](Br)[C:35]1[CH:40]=[CH:39][CH:38]=[CH:37][CH:36]=1. Product: [CH2:34]([O:14][C:13]1[C:4]([O:3][CH2:1][CH3:2])=[CH:5][CH:6]=[C:7]2[C:12]=1[CH:11]=[N:10][CH:9]=[C:8]2[CH2:15][C:16]1[CH:17]=[C:18]([O:26][CH3:27])[C:19]([O:24][CH3:25])=[C:20]([O:22][CH3:23])[CH:21]=1)[C:35]1[CH:40]=[CH:39][CH:38]=[CH:37][CH:36]=1. The catalyst class is: 215. (9) Reactant: [H-].[Na+].Cl[CH2:4][CH2:5][CH2:6][C:7]([NH:9][N:10]1[CH2:15][CH2:14][CH2:13][CH2:12][CH2:11]1)=[O:8].O. Product: [N:10]1([N:9]2[CH2:4][CH2:5][CH2:6][C:7]2=[O:8])[CH2:15][CH2:14][CH2:13][CH2:12][CH2:11]1. The catalyst class is: 1. (10) Reactant: Cl.[NH2:2][C@H:3]([C:5]1[C:6](=[O:17])[NH:7][C:8]2[C:13]([CH:14]=1)=[CH:12][C:11]([Cl:15])=[C:10]([F:16])[CH:9]=2)[CH3:4].Cl[C:19]1[N:24]=[C:23]([NH:25][C:26]([CH:28]2[CH2:30][CH2:29]2)=[O:27])[CH:22]=[CH:21][N:20]=1.CCN(C(C)C)C(C)C. Product: [Cl:15][C:11]1[CH:12]=[C:13]2[C:8](=[CH:9][C:10]=1[F:16])[NH:7][C:6](=[O:17])[C:5]([C@@H:3]([NH:2][C:19]1[N:24]=[C:23]([NH:25][C:26]([CH:28]3[CH2:29][CH2:30]3)=[O:27])[CH:22]=[CH:21][N:20]=1)[CH3:4])=[CH:14]2. The catalyst class is: 8.